Dataset: Reaction yield outcomes from USPTO patents with 853,638 reactions. Task: Predict the reaction yield, written as a fraction of the theoretical maximum amount of product (1.0 means a 100% yield; for example, 0.34 means a 34% yield). The reactants are [OH:1][CH2:2][C@@H:3]([NH:11][C:12](=[O:28])[C:13]1[CH:18]=[C:17]([O:19]CC2C=CC=CC=2)[CH:16]=[CH:15][C:14]=1[OH:27])[CH2:4][C:5]1[CH:10]=[CH:9][CH:8]=[CH:7][CH:6]=1. The catalyst is CO. The product is [OH:1][CH2:2][C@@H:3]([NH:11][C:12](=[O:28])[C:13]1[CH:18]=[C:17]([OH:19])[CH:16]=[CH:15][C:14]=1[OH:27])[CH2:4][C:5]1[CH:6]=[CH:7][CH:8]=[CH:9][CH:10]=1. The yield is 0.850.